This data is from Forward reaction prediction with 1.9M reactions from USPTO patents (1976-2016). The task is: Predict the product of the given reaction. (1) Given the reactants Br[C:2]1[CH:3]=[C:4]2[N:10]=[C:9]([C@@H:11]3[CH2:15][C@H:14]([CH3:16])[CH2:13][N:12]3[C:17]([O:19][C:20]([CH3:23])([CH3:22])[CH3:21])=[O:18])[NH:8][C:5]2=[N:6][CH:7]=1.[CH3:24][C@@H:25]1[CH2:29][N:28]([C:30]([O:32][C:33]([CH3:36])([CH3:35])[CH3:34])=[O:31])[C@H:27]([C:37]2[NH:38][CH:39]=[C:40]([C:42]3[CH:47]=[CH:46][C:45]([C:48]4[CH:53]=[CH:52][C:51](B5OC(C)(C)C(C)(C)O5)=[CH:50][CH:49]=4)=[CH:44][CH:43]=3)[N:41]=2)[CH2:26]1.ClCCl.C([O-])(O)=O.[Na+], predict the reaction product. The product is: [C:20]([O:19][C:17]([N:12]1[CH2:13][C@@H:14]([CH3:16])[CH2:15][C@H:11]1[C:9]1[NH:8][C:5]2=[N:6][CH:7]=[C:2]([C:51]3[CH:52]=[CH:53][C:48]([C:45]4[CH:46]=[CH:47][C:42]([C:40]5[N:41]=[C:37]([C@@H:27]6[CH2:26][C@H:25]([CH3:24])[CH2:29][N:28]6[C:30]([O:32][C:33]([CH3:34])([CH3:36])[CH3:35])=[O:31])[NH:38][CH:39]=5)=[CH:43][CH:44]=4)=[CH:49][CH:50]=3)[CH:3]=[C:4]2[N:10]=1)=[O:18])([CH3:23])([CH3:22])[CH3:21]. (2) The product is: [CH3:10][N:7]1[C:3]([S:2][CH3:1])=[CH:4][C:5]([CH:8]=[O:9])=[N:6]1. Given the reactants [CH3:1][S:2][C:3]1[NH:7][N:6]=[C:5]([CH:8]=[O:9])[CH:4]=1.[C:10](=O)([O-])[O-].[K+].[K+].CN(C=O)C.CI, predict the reaction product. (3) Given the reactants [Cl:1][C:2]1[C:3]([NH:23][C:24]2[CH:33]=[CH:32][CH:31]=[CH:30][C:25]=2[C:26]([NH:28][CH3:29])=[O:27])=[N:4][C:5]([NH:8][C:9]2[CH:10]=[CH:11][C:12]3[C:18](=[O:19])[N:17]([CH3:20])[CH2:16][CH2:15][N:14]([CH3:21])[C:13]=3[CH:22]=2)=[N:6][CH:7]=1.CO.C(Cl)[Cl:37], predict the reaction product. The product is: [NH2:8][C:9]1[CH:10]=[CH:11][C:12]2[C:18](=[O:19])[N:17]([CH3:20])[CH2:16][CH2:15][N:14]([CH3:21])[C:13]=2[CH:22]=1.[Cl:37][C:5]1[N:4]=[C:3]([NH:23][C:24]2[CH:33]=[CH:32][CH:31]=[CH:30][C:25]=2[C:26]([NH:28][CH3:29])=[O:27])[C:2]([Cl:1])=[CH:7][N:6]=1.[Cl:1][C:2]1[C:3]([NH:23][C:24]2[CH:33]=[CH:32][CH:31]=[CH:30][C:25]=2[C:26]([NH:28][CH3:29])=[O:27])=[N:4][C:5]([NH:8][C:9]2[CH:10]=[CH:11][C:12]3[C:18](=[O:19])[N:17]([CH3:20])[CH2:16][CH2:15][N:14]([CH3:21])[C:13]=3[CH:22]=2)=[N:6][CH:7]=1. (4) Given the reactants [Br:1][C:2]1[N:7]=[C:6]([CH2:8][N:9](CC2C=CC(OC)=CC=2OC)[CH:10]=[O:11])[CH:5]=[CH:4][CH:3]=1.C1(OC)C=CC=CC=1, predict the reaction product. The product is: [Br:1][C:2]1[N:7]=[C:6]([CH2:8][NH:9][CH:10]=[O:11])[CH:5]=[CH:4][CH:3]=1. (5) Given the reactants [Br:1][C:2]1[CH:9]=[CH:8][C:5]([CH2:6]Br)=[CH:4][CH:3]=1.[N-:10]=[N+:11]=[N-:12].[Na+], predict the reaction product. The product is: [Br:1][C:2]1[CH:9]=[CH:8][C:5]([CH2:6][N:10]=[N+:11]=[N-:12])=[CH:4][CH:3]=1. (6) Given the reactants I[C:2]1[CH:3]=[C:4]([CH:19]=[CH:20][CH:21]=1)[C:5]([NH:7][C:8]1[CH:13]=[CH:12][C:11]([O:14][C:15]([F:18])([F:17])[F:16])=[CH:10][CH:9]=1)=[O:6].[N:22]1[CH:27]=[C:26](B(O)O)[CH:25]=[N:24][CH:23]=1.C([O-])([O-])=O.[Na+].[Na+].COCCOC, predict the reaction product. The product is: [N:22]1[CH:27]=[C:26]([C:2]2[CH:3]=[C:4]([CH:19]=[CH:20][CH:21]=2)[C:5]([NH:7][C:8]2[CH:13]=[CH:12][C:11]([O:14][C:15]([F:18])([F:17])[F:16])=[CH:10][CH:9]=2)=[O:6])[CH:25]=[N:24][CH:23]=1. (7) Given the reactants C1(=O)NC(=O)C2=CC=CC=C12.[C:12]1([CH2:18][CH2:19][CH2:20][N:21]2[CH2:30][CH2:29][C:28]3([C:31]4[CH:36]=[CH:35][CH:34]=[C:33]([O:37][CH3:38])[CH:32]=4)[C:23]([CH3:40])([CH2:24][CH2:25][CH:26]([NH2:39])[CH2:27]3)[CH2:22]2)[CH:17]=[CH:16][CH:15]=[CH:14][CH:13]=1.O.NN, predict the reaction product. The product is: [C:12]1([CH2:18][CH2:19][CH2:20][N:21]2[CH2:30][CH2:29][C:28]3([C:31]4[CH:36]=[CH:35][CH:34]=[C:33]([O:37][CH3:38])[CH:32]=4)[C:23]([CH3:40])([CH2:24][CH2:25][CH:26]([NH2:39])[CH2:27]3)[CH2:22]2)[CH:17]=[CH:16][CH:15]=[CH:14][CH:13]=1.